This data is from Forward reaction prediction with 1.9M reactions from USPTO patents (1976-2016). The task is: Predict the product of the given reaction. (1) The product is: [Cl:1][C:2]1[C:3]([O:12][C:13]2[CH:18]=[C:17]([O:19][CH2:28][C:29](=[O:31])[CH3:30])[CH:16]=[CH:15][C:14]=2/[CH:20]=[CH:21]/[C:22]([O:24][CH2:25][CH3:26])=[O:23])=[N:4][CH:5]=[C:6]([C:8]([F:9])([F:11])[F:10])[CH:7]=1. Given the reactants [Cl:1][C:2]1[C:3]([O:12][C:13]2[CH:18]=[C:17]([OH:19])[CH:16]=[CH:15][C:14]=2/[CH:20]=[CH:21]/[C:22]([O:24][CH2:25][CH3:26])=[O:23])=[N:4][CH:5]=[C:6]([C:8]([F:11])([F:10])[F:9])[CH:7]=1.Br[CH2:28][C:29](=[O:31])[CH3:30].C(=O)([O-])[O-].[K+].[K+].[I-].[Na+], predict the reaction product. (2) Given the reactants Br[C:2]1[C:3]([Cl:19])=[C:4]2[N:10]=[CH:9][N:8]([CH2:11][O:12][CH2:13][CH2:14][Si:15]([CH3:18])([CH3:17])[CH3:16])[C:5]2=[N:6][CH:7]=1.C([Sn](CCCC)(CCCC)[C:25]([O:27]CC)=[CH2:26])CCC.O.[F-].[K+], predict the reaction product. The product is: [Cl:19][C:3]1[C:2]([C:25](=[O:27])[CH3:26])=[CH:7][N:6]=[C:5]2[N:8]([CH2:11][O:12][CH2:13][CH2:14][Si:15]([CH3:18])([CH3:17])[CH3:16])[CH:9]=[N:10][C:4]=12. (3) Given the reactants [N+:1]([C:4]1[CH:27]=[CH:26][C:7]([CH2:8][O:9][C:10]([C:12]2[N:13]=[C:14]([N:17]3[CH2:20][CH:19](OS(C)(=O)=O)[CH2:18]3)[S:15][CH:16]=2)=[O:11])=[CH:6][CH:5]=1)([O-:3])=[O:2].[C:28]([O-:31])(=[S:30])[CH3:29].[K+], predict the reaction product. The product is: [C:28]([S:30][CH:19]1[CH2:20][N:17]([C:14]2[S:15][CH:16]=[C:12]([C:10]([O:9][CH2:8][C:7]3[CH:26]=[CH:27][C:4]([N+:1]([O-:3])=[O:2])=[CH:5][CH:6]=3)=[O:11])[N:13]=2)[CH2:18]1)(=[O:31])[CH3:29]. (4) Given the reactants [CH:1]([CH:3]=O)=O.[NH2:5][C:6]1[C:27]([NH2:28])=[CH:26][C:9]2[CH2:10][C@@H:11]3[C:16]([CH3:18])([CH3:17])[C@:15]([CH3:19])([C:8]=2[CH:7]=1)[CH2:14][CH2:13][N:12]3C(=O)C(F)(F)F, predict the reaction product. The product is: [CH3:19][C@@:15]12[C:16]([CH3:18])([CH3:17])[C@@H:11]([CH2:10][C:9]3[CH:26]=[C:27]4[N:28]=[CH:1][CH:3]=[N:5][C:6]4=[CH:7][C:8]=31)[NH:12][CH2:13][CH2:14]2. (5) The product is: [CH3:1][O:2][C:3]1[CH:8]=[C:7]([O:9][CH3:10])[N:6]=[C:5]([C:11]2[C:19]3[C:18](=[C:17]([CH3:16])[CH:22]=[CH:21][CH:20]=3)[NH:23][C:12]=2[CH3:13])[N:4]=1. Given the reactants [CH3:1][O:2][C:3]1[CH:8]=[C:7]([O:9][CH3:10])[N:6]=[C:5]([CH2:11][C:12](=O)[CH3:13])[N:4]=1.Cl.[CH3:16][C:17]1[CH:22]=[CH:21][CH:20]=[CH:19][C:18]=1[NH:23]N.C(OCC)(=O)C.O, predict the reaction product.